This data is from Forward reaction prediction with 1.9M reactions from USPTO patents (1976-2016). The task is: Predict the product of the given reaction. (1) Given the reactants Br[CH2:2][C:3]([C:5]1[CH:6]=[N:7][C:8]([C:11]2[CH:16]=[CH:15][CH:14]=[CH:13][CH:12]=2)=[N:9][CH:10]=1)=O.[C:17]([NH2:25])(=[S:24])[C:18]1[CH:23]=[CH:22][CH:21]=[CH:20][CH:19]=1, predict the reaction product. The product is: [C:18]1([C:17]2[S:24][CH:2]=[C:3]([C:5]3[CH:6]=[N:7][C:8]([C:11]4[CH:16]=[CH:15][CH:14]=[CH:13][CH:12]=4)=[N:9][CH:10]=3)[N:25]=2)[CH:23]=[CH:22][CH:21]=[CH:20][CH:19]=1. (2) Given the reactants CC(C)([O-])C.[K+].[C:7]1([CH:17]=O)[C:16]2[C:11](=[CH:12][CH:13]=[CH:14][CH:15]=2)[CH:10]=[CH:9][CH:8]=1.CCCCCC.[C:25]([O:28][CH2:29][CH3:30])(=[O:27])[CH3:26], predict the reaction product. The product is: [C:7]1([CH:17]=[CH:26][C:25]([O:28][CH2:29][CH3:30])=[O:27])[C:16]2[C:11](=[CH:12][CH:13]=[CH:14][CH:15]=2)[CH:10]=[CH:9][CH:8]=1. (3) Given the reactants [CH3:1][N:2]1[C:7](=[O:8])[C:6]2=[CH:9][NH:10][N:11]=[C:5]2[N:4]([CH2:12][C:13]([CH3:16])([CH3:15])[CH3:14])[C:3]1=[O:17].Br[CH2:19][C:20]1[CH:25]=[CH:24][C:23]([N:26]2[CH:30]=[N:29][CH:28]=[N:27]2)=[CH:22][CH:21]=1.C([O-])([O-])=O.[K+].[K+], predict the reaction product. The product is: [N:26]1([C:23]2[CH:24]=[CH:25][C:20]([CH2:19][N:10]3[CH:9]=[C:6]4[C:5]([N:4]([CH2:12][C:13]([CH3:14])([CH3:16])[CH3:15])[C:3](=[O:17])[N:2]([CH3:1])[C:7]4=[O:8])=[N:11]3)=[CH:21][CH:22]=2)[CH:30]=[N:29][CH:28]=[N:27]1. (4) Given the reactants [N+:1]([C:4]1[CH:9]=[CH:8][C:7]([CH2:10][CH2:11][C:12]#[N:13])=[CH:6][CH:5]=1)([O-])=O, predict the reaction product. The product is: [NH2:1][C:4]1[CH:5]=[CH:6][C:7]([CH2:10][CH2:11][C:12]#[N:13])=[CH:8][CH:9]=1.